The task is: Predict the reactants needed to synthesize the given product.. This data is from Retrosynthesis with 50K atom-mapped reactions and 10 reaction types from USPTO. Given the product CCCCCCNc1ccccc1CO, predict the reactants needed to synthesize it. The reactants are: CCCCCCN.OCc1ccccc1Br.